Task: Predict the product of the given reaction.. Dataset: Forward reaction prediction with 1.9M reactions from USPTO patents (1976-2016) Given the reactants [CH3:1][O:2][C:3]1[CH:8]=[CH:7][NH:6][C:5](=[O:9])[C:4]=1[C:10]#[N:11].[C:29]1(P([C:25]2[CH:30]=[CH:29][CH:28]=[CH:27]C=2)[C:29]2[CH:30]=[CH:25]C=[CH:27][CH:28]=2)[CH:30]=[CH:25]C=[CH:27][CH:28]=1.C1(C(O)C)CC1.N(C(OCCOC)=O)=NC(OCCOC)=O, predict the reaction product. The product is: [CH:29]1([CH:28]([N:6]2[CH:7]=[CH:8][C:3]([O:2][CH3:1])=[C:4]([C:10]#[N:11])[C:5]2=[O:9])[CH3:27])[CH2:30][CH2:25]1.